This data is from Full USPTO retrosynthesis dataset with 1.9M reactions from patents (1976-2016). The task is: Predict the reactants needed to synthesize the given product. (1) Given the product [CH2:11]([N:29]([CH2:3][C:2]#[CH:1])[CH2:30][CH2:31][CH2:32][CH2:33][OH:34])[CH2:12][CH2:13][CH2:14][CH2:15][CH2:16][CH2:17][CH2:18][CH2:19][CH2:20][CH2:21][CH2:22][CH2:23][CH2:24][CH2:25][CH2:26][CH2:27][CH3:28], predict the reactants needed to synthesize it. The reactants are: [CH2:1](Br)[C:2]#[CH:3].C([O-])([O-])=O.[K+].[K+].[CH2:11]([NH:29][CH2:30][CH2:31][CH2:32][CH2:33][OH:34])[CH2:12][CH2:13][CH2:14][CH2:15][CH2:16][CH2:17][CH2:18][CH2:19][CH2:20][CH2:21][CH2:22][CH2:23][CH2:24][CH2:25][CH2:26][CH2:27][CH3:28]. (2) Given the product [O:17]1[CH2:22][CH2:21][CH2:20][CH:19]([NH:23][C:14]([C:12]2[CH:11]=[CH:10][CH:9]=[C:8]([C:4]3[CH:5]=[CH:6][CH:7]=[C:2]([Cl:1])[CH:3]=3)[N:13]=2)=[O:16])[CH2:18]1, predict the reactants needed to synthesize it. The reactants are: [Cl:1][C:2]1[CH:3]=[C:4]([C:8]2[N:13]=[C:12]([C:14]([OH:16])=O)[CH:11]=[CH:10][CH:9]=2)[CH:5]=[CH:6][CH:7]=1.[O:17]1[CH2:22][CH2:21][CH2:20][CH:19]([NH2:23])[CH2:18]1. (3) Given the product [CH2:1]([N:8]1[C:12]([C:13]([F:15])([F:16])[F:14])=[CH:11][C:10]([C:17]2[O:18][C:19]([CH2:22][OH:23])=[CH:20][CH:21]=2)=[N:9]1)[C:2]1[CH:7]=[CH:6][CH:5]=[CH:4][CH:3]=1, predict the reactants needed to synthesize it. The reactants are: [CH2:1]([N:8]1[C:12]([C:13]([F:16])([F:15])[F:14])=[CH:11][C:10]([C:17]2[O:18][C:19]([CH:22]=[O:23])=[CH:20][CH:21]=2)=[N:9]1)[C:2]1[CH:7]=[CH:6][CH:5]=[CH:4][CH:3]=1.[BH4-].[Na+]. (4) Given the product [Br:1][C:2]1[C:11]([CH3:12])=[CH:10][C:9]2[C:4](=[CH:5][CH:6]=[C:7]([O:13][CH3:14])[CH:8]=2)[C:3]=1[O:15][CH2:26][O:27][CH3:28], predict the reactants needed to synthesize it. The reactants are: [Br:1][C:2]1[C:11]([CH3:12])=[CH:10][C:9]2[C:4](=[CH:5][CH:6]=[C:7]([O:13][CH3:14])[CH:8]=2)[C:3]=1[OH:15].C(N(CC)C(C)C)(C)C.Cl[CH2:26][O:27][CH3:28]. (5) Given the product [Cl:1][C:2]1[N:14]=[C:13]([C:23]2[CH:22]=[C:21]([F:20])[CH:26]=[C:25]([F:27])[CH:24]=2)[CH:12]=[C:11]([C:16]([F:19])([F:18])[F:17])[C:3]=1[C:4]([O:6][C:7]([CH3:10])([CH3:9])[CH3:8])=[O:5], predict the reactants needed to synthesize it. The reactants are: [Cl:1][C:2]1[N:14]=[C:13](Cl)[CH:12]=[C:11]([C:16]([F:19])([F:18])[F:17])[C:3]=1[C:4]([O:6][C:7]([CH3:10])([CH3:9])[CH3:8])=[O:5].[F:20][C:21]1[CH:22]=[C:23](B(O)O)[CH:24]=[C:25]([F:27])[CH:26]=1.C(=O)([O-])[O-].[K+].[K+].C1(C)C=CC=CC=1P(C1C=CC=CC=1C)C1C=CC=CC=1C. (6) Given the product [CH3:23][N:12]([CH2:11][C:9]1[N:10]=[C:6]2[CH:5]=[CH:4][CH:3]=[C:2]([N:25]([CH3:24])[CH:26]3[CH2:27][CH2:28][N:29]([CH3:31])[CH2:30]3)[N:7]2[CH:8]=1)[C@@H:13]1[C:22]2[N:21]=[CH:20][CH:19]=[CH:18][C:17]=2[CH2:16][CH2:15][CH2:14]1, predict the reactants needed to synthesize it. The reactants are: F[C:2]1[N:7]2[CH:8]=[C:9]([CH2:11][N:12]([CH3:23])[C@@H:13]3[C:22]4[N:21]=[CH:20][CH:19]=[CH:18][C:17]=4[CH2:16][CH2:15][CH2:14]3)[N:10]=[C:6]2[CH:5]=[CH:4][CH:3]=1.[CH3:24][NH:25][CH:26]1[CH2:30][N:29]([CH3:31])[CH2:28][CH2:27]1.